This data is from Catalyst prediction with 721,799 reactions and 888 catalyst types from USPTO. The task is: Predict which catalyst facilitates the given reaction. (1) The catalyst class is: 3. Product: [Br:1][C:2]1[S:6][C:5]([CH2:7][O:27][C:26]2[C:18]([F:17])=[C:19]([C:23]([F:28])=[CH:24][CH:25]=2)[C:20]([NH2:22])=[O:21])=[N:4][C:3]=1[C:9]1[CH:14]=[CH:13][C:12]([O:15][CH3:16])=[CH:11][CH:10]=1. Reactant: [Br:1][C:2]1[S:6][C:5]([CH2:7]Br)=[N:4][C:3]=1[C:9]1[CH:14]=[CH:13][C:12]([O:15][CH3:16])=[CH:11][CH:10]=1.[F:17][C:18]1[C:26]([OH:27])=[CH:25][CH:24]=[C:23]([F:28])[C:19]=1[C:20]([NH2:22])=[O:21].C(=O)([O-])[O-].[K+].[K+]. (2) Reactant: C(O[BH-](OC(=O)C)OC(=O)C)(=O)C.[Na+].[CH3:15][C:16]([CH3:48])([C:34]1[CH:39]=[C:38]([C:40]([F:43])([F:42])[F:41])[CH:37]=[C:36]([C:44]([F:47])([F:46])[F:45])[CH:35]=1)[C:17]([NH:19][C@:20]1([C:28]2[CH:33]=[CH:32][CH:31]=[CH:30][CH:29]=2)[CH2:25][CH2:24][C:23](=O)[C@@H:22]([F:27])[CH2:21]1)=[O:18].Cl.[CH2:50]1[C:54]2([CH2:59][CH2:58][NH:57][CH2:56][CH2:55]2)[CH2:53][CH2:52][O:51]1.C(N(CC)CC)C.[OH-].[Na+]. Product: [CH3:48][C:16]([CH3:15])([C:34]1[CH:35]=[C:36]([C:44]([F:45])([F:46])[F:47])[CH:37]=[C:38]([C:40]([F:42])([F:41])[F:43])[CH:39]=1)[C:17]([NH:19][C@:20]1([C:28]2[CH:29]=[CH:30][CH:31]=[CH:32][CH:33]=2)[CH2:25][CH2:24][C@@H:23]([N:57]2[CH2:58][CH2:59][C:54]3([CH2:50][O:51][CH2:52][CH2:53]3)[CH2:55][CH2:56]2)[C@@H:22]([F:27])[CH2:21]1)=[O:18]. The catalyst class is: 26. (3) Reactant: [CH:1]1([O:4][C:5]2[CH:6]=[C:7]([C:15]3[NH:32][C:18]4[CH:19]=[N:20][N:21](COCC[Si](C)(C)C)[C:22](=[O:23])[C:17]=4[C:16]=3[CH3:33])[CH:8]=[CH:9][C:10]=2[O:11][CH:12]([F:14])[F:13])[CH2:3][CH2:2]1.FC(F)(F)C(O)=O. Product: [CH:1]1([O:4][C:5]2[CH:6]=[C:7]([C:15]3[NH:32][C:18]4[CH:19]=[N:20][NH:21][C:22](=[O:23])[C:17]=4[C:16]=3[CH3:33])[CH:8]=[CH:9][C:10]=2[O:11][CH:12]([F:13])[F:14])[CH2:2][CH2:3]1. The catalyst class is: 4. (4) Reactant: CCN(C(C)C)C(C)C.FC(F)(F)C(O)=O.[F:17][C:18]1[CH:23]=[CH:22][C:21]([S:24]([C@@:27]2([C:32]3[CH:37]=[CH:36][C:35]([C:38]([F:47])([C:43]([F:46])([F:45])[F:44])[C:39]([F:42])([F:41])[F:40])=[CH:34][CH:33]=3)[CH2:31][CH2:30][NH:29][CH2:28]2)(=[O:26])=[O:25])=[CH:20][CH:19]=1.Br[CH2:49][C:50]([NH2:52])=[O:51]. Product: [F:17][C:18]1[CH:23]=[CH:22][C:21]([S:24]([C@@:27]2([C:32]3[CH:33]=[CH:34][C:35]([C:38]([F:47])([C:39]([F:42])([F:41])[F:40])[C:43]([F:44])([F:45])[F:46])=[CH:36][CH:37]=3)[CH2:31][CH2:30][N:29]([CH2:49][C:50]([NH2:52])=[O:51])[CH2:28]2)(=[O:25])=[O:26])=[CH:20][CH:19]=1. The catalyst class is: 4.